Dataset: Full USPTO retrosynthesis dataset with 1.9M reactions from patents (1976-2016). Task: Predict the reactants needed to synthesize the given product. Given the product [CH2:11]([N:3]1[CH2:8][CH2:7][CH2:6][CH2:5][C:4]1=[O:9])[CH:12]([CH3:14])[CH3:13], predict the reactants needed to synthesize it. The reactants are: [OH-].[K+].[NH:3]1[CH2:8][CH2:7][CH2:6][CH2:5][C:4]1=[O:9].I[CH2:11][CH:12]([CH3:14])[CH3:13].